Dataset: Full USPTO retrosynthesis dataset with 1.9M reactions from patents (1976-2016). Task: Predict the reactants needed to synthesize the given product. (1) Given the product [Cl:3][C:4]1[CH:28]=[CH:27][CH:26]=[CH:25][C:5]=1[O:6][C:7]1[C:12]([C:13]([OH:15])=[O:14])=[CH:11][N:10]=[C:9]([C:18]2[CH:23]=[CH:22][CH:21]=[C:20]([Cl:24])[CH:19]=2)[CH:8]=1, predict the reactants needed to synthesize it. The reactants are: [OH-].[Li+].[Cl:3][C:4]1[CH:28]=[CH:27][CH:26]=[CH:25][C:5]=1[O:6][C:7]1[C:12]([C:13]([O:15]CC)=[O:14])=[CH:11][N:10]=[C:9]([C:18]2[CH:23]=[CH:22][CH:21]=[C:20]([Cl:24])[CH:19]=2)[CH:8]=1.Cl. (2) Given the product [F:18][C:19]1[CH:20]=[C:21]([CH:30]([NH:34][C:14]([C:5]2[CH:4]=[C:3]([O:2][CH3:1])[N:8]=[C:7]([N:9]3[CH2:10][CH2:11][CH2:12][CH2:13]3)[N:6]=2)=[O:16])[CH2:31][O:32][CH3:33])[CH:22]=[CH:23][C:24]=1[O:25][C:26]([F:29])([F:28])[F:27], predict the reactants needed to synthesize it. The reactants are: [CH3:1][O:2][C:3]1[N:8]=[C:7]([N:9]2[CH2:13][CH2:12][CH2:11][CH2:10]2)[N:6]=[C:5]([C:14]([OH:16])=O)[CH:4]=1.Cl.[F:18][C:19]1[CH:20]=[C:21]([CH:30]([NH2:34])[CH2:31][O:32][CH3:33])[CH:22]=[CH:23][C:24]=1[O:25][C:26]([F:29])([F:28])[F:27].Cl.CN(C)CCCN=C=NCC.ON1C2C=CC=CC=2N=N1.